From a dataset of Peptide-MHC class I binding affinity with 185,985 pairs from IEDB/IMGT. Regression. Given a peptide amino acid sequence and an MHC pseudo amino acid sequence, predict their binding affinity value. This is MHC class I binding data. (1) The peptide sequence is TCDGNTFTY. The MHC is HLA-A24:02 with pseudo-sequence HLA-A24:02. The binding affinity (normalized) is 0.0681. (2) The peptide sequence is NRWKSWFSY. The MHC is HLA-B08:02 with pseudo-sequence HLA-B08:02. The binding affinity (normalized) is 0.0847. (3) The peptide sequence is GRNSFEVRV. The MHC is HLA-B40:01 with pseudo-sequence HLA-B40:01. The binding affinity (normalized) is 0.0847. (4) The peptide sequence is SLQSAGFTA. The MHC is HLA-A02:01 with pseudo-sequence HLA-A02:01. The binding affinity (normalized) is 0.341. (5) The peptide sequence is ISEPMFHQG. The MHC is HLA-A01:01 with pseudo-sequence HLA-A01:01. The binding affinity (normalized) is 0.180. (6) The peptide sequence is ILPVIFLSI. The MHC is Mamu-B01 with pseudo-sequence Mamu-B01. The binding affinity (normalized) is 0.142. (7) The peptide sequence is TYFEEPAAF. The MHC is HLA-A23:01 with pseudo-sequence HLA-A23:01. The binding affinity (normalized) is 1.00.